Dataset: Catalyst prediction with 721,799 reactions and 888 catalyst types from USPTO. Task: Predict which catalyst facilitates the given reaction. (1) Reactant: Cl[C:2]1[C:11]2[CH2:10][N:9]([CH2:12][C:13]3[CH:18]=[CH:17][C:16]([O:19][CH3:20])=[CH:15][CH:14]=3)[C:8](=[O:21])[NH:7][C:6]=2[N:5]=[CH:4][CH:3]=1.[N:22]1[C:31]2[C:26](=[CH:27][CH:28]=[CH:29][CH:30]=2)[N:25]=[CH:24][C:23]=1[C:32]1[CH:37]=[CH:36][C:35]([OH:38])=[CH:34][CH:33]=1.C(=O)([O-])[O-].[Cs+].[Cs+]. Product: [CH3:20][O:19][C:16]1[CH:17]=[CH:18][C:13]([CH2:12][N:9]2[CH2:10][C:11]3[C:2]([O:38][C:35]4[CH:36]=[CH:37][C:32]([C:23]5[CH:24]=[N:25][C:26]6[C:31](=[CH:30][CH:29]=[CH:28][CH:27]=6)[N:22]=5)=[CH:33][CH:34]=4)=[CH:3][CH:4]=[N:5][C:6]=3[NH:7][C:8]2=[O:21])=[CH:14][CH:15]=1. The catalyst class is: 3. (2) Reactant: [C:1]([O:5][CH2:6][C@H:7]([NH:11][C:12](=[O:34])[C:13]1[CH:18]=[CH:17][C:16]([O:19][CH3:20])=[C:15](/[CH:21]=[CH:22]/[C:23]2[CH:28]=[CH:27][C:26]([O:29][C:30]([F:33])([F:32])[F:31])=[CH:25][CH:24]=2)[CH:14]=1)[C:8](O)=[O:9])([CH3:4])([CH3:3])[CH3:2].[OH:35][CH2:36][CH2:37][NH2:38].O.N1(O)C2C=CC=CC=2N=N1.Cl.CN(C)CCCN=C=NCC.C(N(CC)C(C)C)(C)C. Product: [C:1]([O:5][CH2:6][C@H:7]([NH:11][C:12](=[O:34])[C:13]1[CH:18]=[CH:17][C:16]([O:19][CH3:20])=[C:15](/[CH:21]=[CH:22]/[C:23]2[CH:24]=[CH:25][C:26]([O:29][C:30]([F:31])([F:32])[F:33])=[CH:27][CH:28]=2)[CH:14]=1)[C:8](=[O:9])[NH:38][CH2:37][CH2:36][OH:35])([CH3:4])([CH3:2])[CH3:3]. The catalyst class is: 9. (3) Reactant: Cl[CH:2]([C:7]([CH3:9])=O)[C:3]([O:5][CH3:6])=[O:4].[CH3:10][C:11]1[CH:12]=[C:13]([CH:17]=[CH:18][CH:19]=1)[C:14]([NH2:16])=[O:15]. Product: [CH3:6][O:5][C:3]([C:2]1[O:15][C:14]([C:13]2[CH:12]=[C:11]([CH3:10])[CH:19]=[CH:18][CH:17]=2)=[N:16][C:7]=1[CH3:9])=[O:4]. The catalyst class is: 13. (4) Reactant: [Br:1][C:2]1[CH:20]=[CH:19][C:5]([O:6][CH2:7][CH:8]2[CH2:13][CH2:12][N:11]([CH2:14][CH:15](O)[CH2:16][CH3:17])[CH2:10][CH2:9]2)=[CH:4][CH:3]=1.COCCN(S(F)(F)[F:31])CCOC.C([O-])(O)=O.[Na+]. Product: [Br:1][C:2]1[CH:20]=[CH:19][C:5]([O:6][CH2:7][CH:8]2[CH2:13][CH2:12][N:11]([CH2:14][CH:15]([F:31])[CH2:16][CH3:17])[CH2:10][CH2:9]2)=[CH:4][CH:3]=1. The catalyst class is: 2. (5) Reactant: FC(F)(F)C(O)=O.[CH2:8]([C:10]([C:35]1[CH:40]=[CH:39][C:38]([O:41][S:42]([C:45]([F:48])([F:47])[F:46])(=[O:44])=[O:43])=[C:37]([CH3:49])[CH:36]=1)([C:13]1[CH:18]=[CH:17][C:16](/[CH:19]=[CH:20]/[C:21]([O:30]COC)([C:26]([F:29])([F:28])[F:27])[C:22]([F:25])([F:24])[F:23])=[C:15]([CH3:34])[CH:14]=1)[CH2:11][CH3:12])[CH3:9]. Product: [CH2:8]([C:10]([C:35]1[CH:40]=[CH:39][C:38]([O:41][S:42]([C:45]([F:46])([F:47])[F:48])(=[O:44])=[O:43])=[C:37]([CH3:49])[CH:36]=1)([C:13]1[CH:18]=[CH:17][C:16](/[CH:19]=[CH:20]/[C:21]([OH:30])([C:26]([F:27])([F:28])[F:29])[C:22]([F:23])([F:24])[F:25])=[C:15]([CH3:34])[CH:14]=1)[CH2:11][CH3:12])[CH3:9]. The catalyst class is: 4. (6) Reactant: [H-].[Na+].[N:3]1[CH:8]=[CH:7][CH:6]=[C:5]([NH2:9])[CH:4]=1.Cl[C:11]1[C:12]([NH2:33])=[N:13][CH:14]=[C:15]([C:17]2[CH:22]=[C:21]([S:23]([N:26]3[CH2:31][CH2:30][O:29][CH2:28][CH2:27]3)(=[O:25])=[O:24])[CH:20]=[CH:19][C:18]=2[CH3:32])[N:16]=1. Product: [CH3:32][C:18]1[CH:19]=[CH:20][C:21]([S:23]([N:26]2[CH2:31][CH2:30][O:29][CH2:28][CH2:27]2)(=[O:25])=[O:24])=[CH:22][C:17]=1[C:15]1[N:16]=[C:11]([NH:9][C:5]2[CH:4]=[N:3][CH:8]=[CH:7][CH:6]=2)[C:12]([NH2:33])=[N:13][CH:14]=1. The catalyst class is: 1. (7) Reactant: [N+:1]([C:4]1[CH:5]=[C:6]([CH:10]=[CH:11][C:12]2[N:13]=[C:14]([NH:17][C:18](=[O:20])[CH3:19])[S:15][CH:16]=2)[CH:7]=[CH:8][CH:9]=1)([O-])=O.CO.O1CCCC1. Product: [NH2:1][C:4]1[CH:5]=[C:6]([CH2:10][CH2:11][C:12]2[N:13]=[C:14]([NH:17][C:18](=[O:20])[CH3:19])[S:15][CH:16]=2)[CH:7]=[CH:8][CH:9]=1. The catalyst class is: 331.